Dataset: TCR-epitope binding with 47,182 pairs between 192 epitopes and 23,139 TCRs. Task: Binary Classification. Given a T-cell receptor sequence (or CDR3 region) and an epitope sequence, predict whether binding occurs between them. (1) The epitope is CINGVCWTV. The TCR CDR3 sequence is CASSLTVSLSPDLNEQFF. Result: 1 (the TCR binds to the epitope). (2) The TCR CDR3 sequence is CASSPYENSYEQYF. Result: 1 (the TCR binds to the epitope). The epitope is KLPDDFTGCV.